From a dataset of Forward reaction prediction with 1.9M reactions from USPTO patents (1976-2016). Predict the product of the given reaction. (1) The product is: [C:27]([O:31][C:32](=[O:46])[NH:33][C@@H:34]1[C@@H:38]([N:39]2[CH2:44][CH2:43][CH2:42][CH2:41][C:40]2=[O:45])[CH2:37][N:36]([C:2]2[CH:3]=[N:4][C:5]([O:8][CH2:9][CH2:10][C@H:11]([CH:13]3[CH2:18][CH2:17][N:16]([C:19]4[O:23][N:22]=[C:21]([CH:24]([CH3:26])[CH3:25])[N:20]=4)[CH2:15][CH2:14]3)[CH3:12])=[N:6][CH:7]=2)[CH2:35]1)([CH3:30])([CH3:28])[CH3:29]. Given the reactants Br[C:2]1[CH:3]=[N:4][C:5]([O:8][CH2:9][CH2:10][C@H:11]([CH:13]2[CH2:18][CH2:17][N:16]([C:19]3[O:23][N:22]=[C:21]([CH:24]([CH3:26])[CH3:25])[N:20]=3)[CH2:15][CH2:14]2)[CH3:12])=[N:6][CH:7]=1.[C:27]([O:31][C:32](=[O:46])[NH:33][C@@H:34]1[C@@H:38]([N:39]2[CH2:44][CH2:43][CH2:42][CH2:41][C:40]2=[O:45])[CH2:37][NH:36][CH2:35]1)([CH3:30])([CH3:29])[CH3:28].CC(C)([O-])C.[Na+].CC(P(C(C)(C)C)C1C(C2C=CC=CC=2)=CC=CC=1)(C)C, predict the reaction product. (2) Given the reactants FC(F)(F)C(OC(=O)C(F)(F)F)=[O:4].[Cl:14][C:15]1[CH:16]=[CH:17][C:18]([CH2:21][O:22][C:23]2[CH:28]=[CH:27][N+:26]([O-])=[CH:25][CH:24]=2)=[N:19][CH:20]=1.CCN(CC)CC, predict the reaction product. The product is: [Cl:14][C:15]1[CH:16]=[CH:17][C:18]([CH2:21][O:22][C:23]2[CH:28]=[CH:27][NH:26][C:25](=[O:4])[CH:24]=2)=[N:19][CH:20]=1. (3) The product is: [CH:47]12[CH2:52][CH:50]([CH:49]=[CH:48]1)[CH2:51][CH:46]2[CH2:45][O:33][C:29]1[CH:28]=[C:27]([C:25]2[O:26][C:22]([C:18]3[CH:19]=[CH:20][CH:21]=[C:16]([C:14]4[O:15][C:11]([C:8]5[CH:9]=[CH:10][C:5]([C:1]([CH3:4])([CH3:2])[CH3:3])=[CH:6][CH:7]=5)=[N:12][N:13]=4)[CH:17]=3)=[N:23][N:24]=2)[CH:32]=[CH:31][CH:30]=1. Given the reactants [C:1]([C:5]1[CH:10]=[CH:9][C:8]([C:11]2[O:15][C:14]([C:16]3[CH:17]=[C:18]([C:22]4[O:26][C:25]([C:27]5[CH:28]=[C:29]([OH:33])[CH:30]=[CH:31][CH:32]=5)=[N:24][N:23]=4)[CH:19]=[CH:20][CH:21]=3)=[N:13][N:12]=2)=[CH:7][CH:6]=1)([CH3:4])([CH3:3])[CH3:2].CC1C=CC(S(O[CH2:45][CH:46]2[CH2:51][CH:50]3[CH2:52][CH:47]2[CH:48]=[CH:49]3)(=O)=O)=CC=1.C([O-])([O-])=O.[Cs+].[Cs+].O, predict the reaction product. (4) Given the reactants [CH3:1][C:2]([O:5][C:6]([NH:8][CH:9]1[CH2:18][CH2:17][C:16]2[N:15]=[C:14]([N:19]3[C:24](=[O:25])[CH2:23][N:22](C(OCC4C=CC=CC=4)=O)[C:21]4[CH:36]=[CH:37][C:38]([O:40][CH3:41])=[N:39][C:20]3=4)[N:13]=[CH:12][C:11]=2[CH2:10]1)=[O:7])([CH3:4])[CH3:3].[H][H], predict the reaction product. The product is: [CH3:41][O:40][C:38]1[CH:37]=[CH:36][C:21]2[NH:22][CH2:23][C:24](=[O:25])[N:19]([C:14]3[N:13]=[CH:12][C:11]4[CH2:10][CH:9]([NH:8][C:6](=[O:7])[O:5][C:2]([CH3:1])([CH3:4])[CH3:3])[CH2:18][CH2:17][C:16]=4[N:15]=3)[C:20]=2[N:39]=1. (5) Given the reactants [B-](F)(F)(F)F.[B-](F)(F)(F)F.C1[N+]2(CCl)CC[N+]([F:21])(CC2)C1.O.C([O:25][C:26]([C:28]1[C:33]([N+:34]([O-:36])=[O:35])=[CH:32][CH:31]=[C:30]([O:37][CH3:38])[N:29]=1)=[CH2:27])C.CCOC(C)=O, predict the reaction product. The product is: [F:21][CH2:25][C:26]([C:28]1[C:33]([N+:34]([O-:36])=[O:35])=[CH:32][CH:31]=[C:30]([O:37][CH3:38])[N:29]=1)=[O:27]. (6) Given the reactants C[NH+]([CH2:4][C:5]([CH2:10]N(C)C)=[CH:6][NH+](C)C)C.Cl.[NH2:15][C:16]([NH2:18])=[NH:17].[OH-:19].[Na+], predict the reaction product. The product is: [NH2:17][C:16]1[N:18]=[CH:6][C:5]([CH:10]=[O:19])=[CH:4][N:15]=1. (7) Given the reactants [H-].[Na+].[N+:3]([C:6]1[C:14]2[N:13]=[CH:12][NH:11][C:10]=2[CH:9]=[CH:8][CH:7]=1)([O-:5])=[O:4].F[C:16]1[CH:23]=[CH:22][C:19]([C:20]#[N:21])=[CH:18][CH:17]=1.O, predict the reaction product. The product is: [N+:3]([C:6]1[C:14]2[N:13]=[CH:12][N:11]([C:16]3[CH:23]=[CH:22][C:19]([C:20]#[N:21])=[CH:18][CH:17]=3)[C:10]=2[CH:9]=[CH:8][CH:7]=1)([O-:5])=[O:4]. (8) Given the reactants [C:1]([O:9][C@@H:10]1[CH2:18][C@@H:13]2[O:14][C:15](=[O:17])[CH2:16][C@@H:12]2[C@H:11]1[CH:19]=O)(=[O:8])[C:2]1[CH:7]=[CH:6][CH:5]=[CH:4][CH:3]=1.[S:21]1[C:25]([C:26](=[O:36])[CH2:27]P(=O)(OCC)OCC)=[CH:24][C:23]2[CH:37]=[CH:38][CH:39]=[CH:40][C:22]1=2, predict the reaction product. The product is: [C:1]([O:9][C@@H:10]1[CH2:18][C@@H:13]2[O:14][C:15](=[O:17])[CH2:16][C@@H:12]2[C@H:11]1/[CH:19]=[CH:27]/[C:26]([C:25]1[S:21][C:22]2[CH:40]=[CH:39][CH:38]=[CH:37][C:23]=2[CH:24]=1)=[O:36])(=[O:8])[C:2]1[CH:3]=[CH:4][CH:5]=[CH:6][CH:7]=1. (9) Given the reactants N/[C:2](/[CH3:6])=[CH:3]\[C:4]#[N:5].Cl.[CH:8]1([NH:12][NH2:13])[CH2:11][CH2:10][CH2:9]1.C([O-])(=O)C.[Na+], predict the reaction product. The product is: [CH:8]1([N:12]2[C:4]([NH2:5])=[CH:3][C:2]([CH3:6])=[N:13]2)[CH2:11][CH2:10][CH2:9]1.